From a dataset of Forward reaction prediction with 1.9M reactions from USPTO patents (1976-2016). Predict the product of the given reaction. (1) Given the reactants [Br:1][C:2]1[CH:7]=[CH:6][C:5]([CH2:8][CH2:9][CH2:10][OH:11])=[CH:4][CH:3]=1.ClCCl.[CH3:15][S:16](Cl)(=[O:18])=[O:17], predict the reaction product. The product is: [CH3:15][S:16]([O:11][CH2:10][CH2:9][CH2:8][C:5]1[CH:4]=[CH:3][C:2]([Br:1])=[CH:7][CH:6]=1)(=[O:18])=[O:17]. (2) Given the reactants CC1C(C2C3C(=CC(F)=CC=3)N(S(C3C=CC=CC=3)(=O)=O)C=2)=C(C)NN=1.[F:27][C:28]1[CH:36]=[C:35]2[C:31]([C:32]([C:37]3[CH:38]=[N:39][N:40]([CH:42]4[CH2:47][CH2:46][N:45]([C:48](=[O:59])[CH2:49][CH2:50][NH:51]C(=O)OC(C)(C)C)[CH2:44][CH2:43]4)[CH:41]=3)=[CH:33][NH:34]2)=[CH:30][CH:29]=1, predict the reaction product. The product is: [NH2:51][CH2:50][CH2:49][C:48]([N:45]1[CH2:44][CH2:43][CH:42]([N:40]2[CH:41]=[C:37]([C:32]3[C:31]4[C:35](=[CH:36][C:28]([F:27])=[CH:29][CH:30]=4)[NH:34][CH:33]=3)[CH:38]=[N:39]2)[CH2:47][CH2:46]1)=[O:59]. (3) Given the reactants [CH:1]1([CH:4]2[C:13]3[C:8](=[CH:9][CH:10]=[CH:11][CH:12]=3)[N:7]([CH2:14][C:15]([NH2:17])=O)[CH2:6][CH2:5]2)[CH2:3][CH2:2]1.B.C1COCC1.CO, predict the reaction product. The product is: [CH:1]1([CH:4]2[C:13]3[C:8](=[CH:9][CH:10]=[CH:11][CH:12]=3)[N:7]([CH2:14][CH2:15][NH2:17])[CH2:6][CH2:5]2)[CH2:2][CH2:3]1. (4) The product is: [C:1]([C:5]1[S:9]/[C:8](=[N:10]\[C:34]([NH:33][CH:30]2[CH2:31][CH2:32][CH:27]([CH3:17])[CH2:28][CH2:29]2)=[O:35])/[N:7]([CH2:11][C@H:12]2[CH2:16][CH2:15][CH2:14][O:13]2)[N:6]=1)([CH3:4])([CH3:2])[CH3:3]. Given the reactants [C:1]([C:5]1[S:9][C:8](=[NH:10])[N:7]([CH2:11][C@H:12]2[CH2:16][CH2:15][CH2:14][O:13]2)[N:6]=1)([CH3:4])([CH3:3])[CH3:2].[CH2:17](N(CC)CC)C.[N+]([C:27]1[CH:32]=[CH:31][C:30]([NH:33][C:34](Cl)=[O:35])=[CH:29][CH:28]=1)([O-])=O.CC1CCC(N)CC1, predict the reaction product.